This data is from HIV replication inhibition screening data with 41,000+ compounds from the AIDS Antiviral Screen. The task is: Binary Classification. Given a drug SMILES string, predict its activity (active/inactive) in a high-throughput screening assay against a specified biological target. The molecule is N=C(CS)NCc1ccccc1. The result is 0 (inactive).